From a dataset of Reaction yield outcomes from USPTO patents with 853,638 reactions. Predict the reaction yield, written as a fraction of the theoretical maximum amount of product (1.0 means a 100% yield; for example, 0.34 means a 34% yield). (1) The reactants are C[Si](N[Si](C)(C)C)(C)C.[Li][CH2:11][CH2:12][CH2:13]C.[O:15]=[C:16]1[N:20]([C:21]([O:23][C:24]([CH3:27])([CH3:26])[CH3:25])=[O:22])[C@H:19]([C:28]([O:30][CH2:31][CH3:32])=[O:29])[CH2:18][CH2:17]1.C[Si](C)(C)[N-][Si](C)(C)C.[Li+].BrCC=C. The catalyst is C1COCC1.CCCCCC. The product is [CH2:13]([C@H:17]1[C:16](=[O:15])[N:20]([C:21]([O:23][C:24]([CH3:27])([CH3:26])[CH3:25])=[O:22])[C@H:19]([C:28]([O:30][CH2:31][CH3:32])=[O:29])[CH2:18]1)[CH:12]=[CH2:11]. The yield is 0.160. (2) The reactants are [NH2:1][CH:2]1[CH2:7][O:6][CH2:5][CH:4]([OH:8])[CH2:3]1.[C:9](O[C:9]([O:11][C:12]([CH3:15])([CH3:14])[CH3:13])=[O:10])([O:11][C:12]([CH3:15])([CH3:14])[CH3:13])=[O:10]. The catalyst is C1COCC1. The product is [OH:8][CH:4]1[CH2:5][O:6][CH2:7][CH:2]([NH:1][C:9](=[O:10])[O:11][C:12]([CH3:15])([CH3:14])[CH3:13])[CH2:3]1. The yield is 0.560. (3) The reactants are [Cl:1][C:2]1[C:7]([F:8])=[CH:6][C:5]([C:9]2([CH2:24][OH:25])[C:17]3[C:12](=[CH:13][CH:14]=[CH:15][CH:16]=3)[N:11]([CH2:18][CH2:19][CH2:20][CH2:21][CH3:22])[C:10]2=[O:23])=[C:4](O)[CH:3]=1.C1(CCN2C3C(=CC=CC=3)C(C3C(O)=CC4OCOC=4C=3)(CO)C2=O)CC1. No catalyst specified. The product is [Cl:1][C:2]1[C:7]([F:8])=[CH:6][C:5]2[C:9]3([CH2:24][O:25][C:4]=2[CH:3]=1)[C:17]1[C:12](=[CH:13][CH:14]=[CH:15][CH:16]=1)[N:11]([CH2:18][CH2:19][CH2:20][CH2:21][CH3:22])[C:10]3=[O:23]. The yield is 0.440. (4) The reactants are [CH:1]1([CH:7]([NH:22][C:23]2[CH:31]=[CH:30][C:26]([C:27]([OH:29])=O)=[CH:25][CH:24]=2)[C:8]2[CH:12]=[C:11]([C:13]3[CH:18]=[CH:17][C:16]([F:19])=[CH:15][C:14]=3[F:20])[O:10][C:9]=2[CH3:21])[CH2:6][CH2:5][CH2:4][CH2:3][CH2:2]1.[CH3:32][NH:33][CH2:34][CH2:35][C:36]([O:38]CC)=[O:37]. No catalyst specified. The product is [CH:1]1([CH:7]([NH:22][C:23]2[CH:24]=[CH:25][C:26]([C:27]([N:33]([CH3:32])[CH2:34][CH2:35][C:36]([OH:38])=[O:37])=[O:29])=[CH:30][CH:31]=2)[C:8]2[CH:12]=[C:11]([C:13]3[CH:18]=[CH:17][C:16]([F:19])=[CH:15][C:14]=3[F:20])[O:10][C:9]=2[CH3:21])[CH2:2][CH2:3][CH2:4][CH2:5][CH2:6]1. The yield is 0.760.